Dataset: HIV replication inhibition screening data with 41,000+ compounds from the AIDS Antiviral Screen. Task: Binary Classification. Given a drug SMILES string, predict its activity (active/inactive) in a high-throughput screening assay against a specified biological target. (1) The compound is COc1cc2c(c(OC)c1OC)CCNC2C1=C(O)COC1=O. The result is 0 (inactive). (2) The drug is COC(=O)C(=O)C(C(=O)C(=O)Nc1ccc(Cl)cc1C)c1nc2ccc(C(=O)c3ccccc3)cc2nc1O. The result is 0 (inactive). (3) The result is 0 (inactive). The drug is O=C(Nn1c(-c2ccccc2)nc2ccccc2c1=O)c1ccccc1O.